Dataset: Catalyst prediction with 721,799 reactions and 888 catalyst types from USPTO. Task: Predict which catalyst facilitates the given reaction. (1) Reactant: Br[CH2:2][C:3]([C:5]1[CH:10]=[CH:9][C:8]([O:11][CH3:12])=[CH:7][C:6]=1[O:13][CH3:14])=O.[NH2:15][C:16]([NH2:18])=[S:17]. Product: [CH3:14][O:13][C:6]1[CH:7]=[C:8]([O:11][CH3:12])[CH:9]=[CH:10][C:5]=1[C:3]1[N:15]=[C:16]([NH2:18])[S:17][CH:2]=1. The catalyst class is: 14. (2) Reactant: C([O-])([O-])=O.[Na+].[Na+].Cl[C:8]1[N:9]=[C:10]([CH3:32])[C:11]2[CH:16]([CH3:17])[CH2:15][N:14]([C:18]3[CH:23]=[CH:22][C:21]([CH2:24][C:25]([O:27][C:28]([CH3:31])([CH3:30])[CH3:29])=[O:26])=[CH:20][CH:19]=3)[C:12]=2[N:13]=1.[Cl:33][C:34]1[CH:35]=[C:36](B(O)O)[CH:37]=[CH:38][C:39]=1[O:40][CH3:41].O. Product: [Cl:33][C:34]1[CH:35]=[C:36]([C:8]2[N:9]=[C:10]([CH3:32])[C:11]3[CH:16]([CH3:17])[CH2:15][N:14]([C:18]4[CH:19]=[CH:20][C:21]([CH2:24][C:25]([O:27][C:28]([CH3:30])([CH3:31])[CH3:29])=[O:26])=[CH:22][CH:23]=4)[C:12]=3[N:13]=2)[CH:37]=[CH:38][C:39]=1[O:40][CH3:41]. The catalyst class is: 104. (3) Reactant: [C:1]([C:3]1[C:7]2[CH2:8][C@@H:9]3[C@@H:14]([CH2:15][C:6]=2[S:5][C:4]=1[N:31](C)[C:32](=O)OC(C)(C)C)[N:13]([CH3:16])[CH2:12][C@H:11]([C:17]([N:19]([C:23](=[O:30])[NH:24][CH2:25][CH2:26][N:27]([CH3:29])[CH3:28])[CH2:20][CH2:21][CH3:22])=[O:18])[CH2:10]3)#[N:2].C(OCC)(=O)C.[ClH:46]. Product: [ClH:46].[ClH:46].[C:1]([C:3]1[C:7]2[CH2:8][C@@H:9]3[C@@H:14]([CH2:15][C:6]=2[S:5][C:4]=1[NH:31][CH3:32])[N:13]([CH3:16])[CH2:12][C@H:11]([C:17]([N:19]([CH2:20][CH2:21][CH3:22])[C:23]([NH:24][CH2:25][CH2:26][N:27]([CH3:28])[CH3:29])=[O:30])=[O:18])[CH2:10]3)#[N:2]. The catalyst class is: 13. (4) Reactant: [CH3:1][O:2][C:3]1[CH:8]=[CH:7][C:6]([O:9][CH2:10][C@@H:11]2[CH2:13][O:12]2)=[CH:5][C:4]=1[N+:14]([O-])=O.[NH:17]1[CH2:21][CH2:20][CH2:19][CH2:18]1.C(O)(C)C. Product: [NH2:14][C:4]1[CH:5]=[C:6]([O:9][CH2:10][C@@H:11]([OH:12])[CH2:13][N:17]2[CH2:21][CH2:20][CH2:19][CH2:18]2)[CH:7]=[CH:8][C:3]=1[O:2][CH3:1]. The catalyst class is: 29. (5) Reactant: [CH3:1][C:2]1[O:3][C:4]2[C:9]([C:10](=[O:12])[CH:11]=1)=[CH:8][CH:7]=[CH:6][C:5]=2[CH:13]=[C:14]([C:18](=[O:20])[CH3:19])[C:15](=O)[CH3:16].[NH2:21][C:22]1[N:27]=[C:26]([OH:28])[CH:25]=[C:24]([NH2:29])[N:23]=1. Product: [C:18]([C:14]1[CH:13]([C:5]2[CH:6]=[CH:7][CH:8]=[C:9]3[C:4]=2[O:3][C:2]([CH3:1])=[CH:11][C:10]3=[O:12])[C:25]2[C:26]([OH:28])=[N:27][C:22]([NH2:21])=[N:23][C:24]=2[NH:29][C:15]=1[CH3:16])(=[O:20])[CH3:19]. The catalyst class is: 32.